From a dataset of Catalyst prediction with 721,799 reactions and 888 catalyst types from USPTO. Predict which catalyst facilitates the given reaction. (1) Reactant: [CH3:1][C:2]1[C:10]2[C:5](=[CH:6][C:7]([NH:11][C:12]3[N:13]=[C:14]([N:21]4[CH2:31][CH2:30][C@H:24]5[CH2:25][NH:26]C(=O)[O:28][C@@H:23]5[CH2:22]4)[C:15]4[O:20][CH:19]=[CH:18][C:16]=4[N:17]=3)=[CH:8][CH:9]=2)[N:4](C(OC(C)(C)C)=O)[N:3]=1.NC[C@@H]1CCN(CC2C=CC=CC=2)C[C@H]1O.ClC1N=C(Cl)C2OC=CC=2N=1.[OH-].[Na+]. Product: [NH2:26][CH2:25][C@@H:24]1[CH2:30][CH2:31][N:21]([C:14]2[C:15]3[O:20][CH:19]=[CH:18][C:16]=3[N:17]=[C:12]([NH:11][C:7]3[CH:6]=[C:5]4[C:10]([C:2]([CH3:1])=[N:3][NH:4]4)=[CH:9][CH:8]=3)[N:13]=2)[CH2:22][C@H:23]1[OH:28]. The catalyst class is: 5. (2) Reactant: [N:1]1([CH2:6][C:7]2[CH:12]=[CH:11][C:10]([CH:13](O)[CH3:14])=[CH:9][CH:8]=2)[CH:5]=[CH:4][CH:3]=[N:2]1.P(Br)(Br)[Br:17]. Product: [Br:17][CH:13]([C:10]1[CH:11]=[CH:12][C:7]([CH2:6][N:1]2[CH:5]=[CH:4][CH:3]=[N:2]2)=[CH:8][CH:9]=1)[CH3:14]. The catalyst class is: 754.